Dataset: Catalyst prediction with 721,799 reactions and 888 catalyst types from USPTO. Task: Predict which catalyst facilitates the given reaction. (1) Reactant: [NH2:1][C:2]1[CH:7]=[CH:6][C:5]([CH2:8][CH2:9][N:10]2[CH2:15][CH2:14][C:13]3([CH2:24][C:23](=[O:25])[C:22]4[C:17](=[CH:18][CH:19]=[C:20](/[CH:26]=[CH:27]/[C:28](O)=[O:29])[CH:21]=4)[O:16]3)[CH2:12][CH2:11]2)=[CH:4][CH:3]=1.[NH2:31][O:32][CH:33]1[CH2:38][CH2:37][CH2:36][CH2:35][O:34]1. Product: [NH2:1][C:2]1[CH:7]=[CH:6][C:5]([CH2:8][CH2:9][N:10]2[CH2:11][CH2:12][C:13]3([CH2:24][C:23](=[O:25])[C:22]4[C:17](=[CH:18][CH:19]=[C:20](/[CH:26]=[CH:27]/[C:28]([NH:31][O:32][CH:33]5[CH2:38][CH2:37][CH2:36][CH2:35][O:34]5)=[O:29])[CH:21]=4)[O:16]3)[CH2:14][CH2:15]2)=[CH:4][CH:3]=1. The catalyst class is: 2. (2) Reactant: [C:1]([O:5][C:6]([N:8]1[CH2:13][CH2:12][NH:11][CH2:10][C@H:9]1[CH2:14][C:15]1[CH:20]=[CH:19][C:18]([CH3:21])=[C:17]([OH:22])[CH:16]=1)=[O:7])([CH3:4])([CH3:3])[CH3:2].C(N(CC)CC)C.[Si:30](Cl)([C:43]([CH3:46])([CH3:45])[CH3:44])([C:37]1[CH:42]=[CH:41][CH:40]=[CH:39][CH:38]=1)[C:31]1[CH:36]=[CH:35][CH:34]=[CH:33][CH:32]=1.O. Product: [C:1]([O:5][C:6]([N:8]1[CH2:13][CH2:12][NH:11][CH2:10][C@H:9]1[CH2:14][C:15]1[CH:20]=[CH:19][C:18]([CH3:21])=[C:17]([O:22][Si:30]([C:43]([CH3:46])([CH3:45])[CH3:44])([C:37]2[CH:38]=[CH:39][CH:40]=[CH:41][CH:42]=2)[C:31]2[CH:36]=[CH:35][CH:34]=[CH:33][CH:32]=2)[CH:16]=1)=[O:7])([CH3:4])([CH3:3])[CH3:2]. The catalyst class is: 119. (3) Reactant: [CH2:1]([O:8][CH:9]1[CH2:14][CH2:13][CH:12]([C:15]([OH:17])=O)[CH2:11][CH2:10]1)[C:2]1[CH:7]=[CH:6][CH:5]=[CH:4][CH:3]=1.C([N:20](CC)CC)C.ClC(OCC)=O. Product: [CH2:1]([O:8][CH:9]1[CH2:14][CH2:13][CH:12]([C:15]([NH2:20])=[O:17])[CH2:11][CH2:10]1)[C:2]1[CH:7]=[CH:6][CH:5]=[CH:4][CH:3]=1. The catalyst class is: 2. (4) Reactant: C[O:2][C:3]([C:5]1[C:14]([CH2:15][CH2:16][CH3:17])=[C:13]2[C:8]([CH:9]=[CH:10][C:11]([CH3:18])=[N:12]2)=[CH:7][N:6]=1)=O.CO[BH-](OC)OC.[Na+].O. Product: [CH3:18][C:11]1[CH:10]=[CH:9][C:8]2[C:13](=[C:14]([CH2:15][CH2:16][CH3:17])[C:5]([CH2:3][OH:2])=[N:6][CH:7]=2)[N:12]=1. The catalyst class is: 539.